Dataset: Forward reaction prediction with 1.9M reactions from USPTO patents (1976-2016). Task: Predict the product of the given reaction. (1) Given the reactants [CH2:1]([NH:5][C:6]1[N:11]=[C:10]([NH:12][CH2:13][CH2:14][CH2:15][N:16]2[CH2:21][CH2:20][CH2:19][CH2:18][CH2:17]2)[C:9]([N+:22]([O-])=O)=[CH:8][CH:7]=1)[CH2:2][CH2:3][CH3:4].[C:25]([C:28]1[CH:33]=[CH:32][C:31]([N:34]=[C:35]=S)=[CH:30][CH:29]=1)(=[O:27])[CH3:26], predict the reaction product. The product is: [CH2:1]([NH:5][C:6]1[N:11]=[C:10]2[N:12]([CH2:13][CH2:14][CH2:15][N:16]3[CH2:21][CH2:20][CH2:19][CH2:18][CH2:17]3)[C:35]([NH:34][C:31]3[CH:32]=[CH:33][C:28]([C:25](=[O:27])[CH3:26])=[CH:29][CH:30]=3)=[N:22][C:9]2=[CH:8][CH:7]=1)[CH2:2][CH2:3][CH3:4]. (2) Given the reactants O.O.O.O.O.O.O.O.[OH-].[Ba+2].[OH-].[Cl:12][C:13]1[CH:21]=[CH:20][CH:19]=[C:18]2[C:14]=1[C:15]([C:22]([NH:24][CH2:25][CH:26]1[CH2:31][CH2:30][C:29]([F:33])([F:32])[CH2:28][CH2:27]1)=[O:23])=[CH:16][NH:17]2.Cl[CH2:35][C:36]([N:38]([CH3:40])[CH3:39])=[O:37].CN(C=O)C, predict the reaction product. The product is: [F:33][C:29]1([F:32])[CH2:30][CH2:31][CH:26]([CH2:25][NH:24][C:22]([C:15]2[C:14]3[C:18](=[CH:19][CH:20]=[CH:21][C:13]=3[Cl:12])[N:17]([CH2:35][C:36](=[O:37])[N:38]([CH3:40])[CH3:39])[CH:16]=2)=[O:23])[CH2:27][CH2:28]1. (3) Given the reactants [C:1]([N:5]1[CH2:10][CH2:9][N:8]([C:11]2[CH:16]=[CH:15][C:14]([NH:17][C:18]3[C:27]4[C:22](=[CH:23][CH:24]=[C:25]([C:28]5[CH:29]=[N:30][C:31]6[C:36]([CH:37]=5)=[CH:35][CH:34]=[CH:33][CH:32]=6)[CH:26]=4)[N:21]=[CH:20][C:19]=3[C:38]([OH:40])=[O:39])=[CH:13][C:12]=2[C:41]([F:44])([F:43])[F:42])[CH2:7][CH2:6]1)(=[O:4])[CH2:2][CH3:3].Cl[C:46](Cl)([O:48]C(=O)OC(Cl)(Cl)Cl)Cl.CCN(C(C)C)C(C)C, predict the reaction product. The product is: [C:1]([N:5]1[CH2:6][CH2:7][N:8]([C:11]2[CH:16]=[CH:15][C:14]([N:17]3[C:18]4[C:27]5[CH:26]=[C:25]([C:28]6[CH:29]=[N:30][C:31]7[C:36]([CH:37]=6)=[CH:35][CH:34]=[CH:33][CH:32]=7)[CH:24]=[CH:23][C:22]=5[N:21]=[CH:20][C:19]=4[C:38](=[O:40])[O:39][C:46]3=[O:48])=[CH:13][C:12]=2[C:41]([F:42])([F:43])[F:44])[CH2:9][CH2:10]1)(=[O:4])[CH2:2][CH3:3]. (4) Given the reactants [NH:1]1C(=O)CC(=O)NC1=S.S([O-])(OCCCCCCCCCCCC)(=O)=O.[Na+].[OH-:28].[Na+].[CH3:30][N:31]1[C:37](=[O:38])[N:36]([CH3:39])[C:34](=[O:35])[C:33]2[NH:40][C:41]([C:43]3[CH:48]=[CH:47][C:46]([S:49]([OH:52])(=[O:51])=[O:50])=[CH:45][CH:44]=3)=[N:42][C:32]1=2.[CH:53]1[N:57]([C@@H:58]2[O:62][C@H:61]([CH2:63][OH:64])[C@@H:60]([OH:65])[CH2:59]2)[C:56]2[N:66]=[CH:67][NH:68]C[C@@H:70](O)[C:55]=2[N:54]=1, predict the reaction product. The product is: [C@@H:58]1([N:57]2[C:56]3[N:66]=[CH:67][N:68]=[C:70]([NH2:1])[C:55]=3[N:54]=[CH:53]2)[O:62][C@H:61]([CH2:63][OH:64])[C@@H:60]([OH:65])[C@H:59]1[OH:28].[CH3:30][N:31]1[C:37](=[O:38])[N:36]([CH3:39])[C:34](=[O:35])[C:33]2[NH:40][C:41]([C:43]3[CH:44]=[CH:45][C:46]([S:49]([OH:52])(=[O:50])=[O:51])=[CH:47][CH:48]=3)=[N:42][C:32]1=2.